Dataset: Reaction yield outcomes from USPTO patents with 853,638 reactions. Task: Predict the reaction yield, written as a fraction of the theoretical maximum amount of product (1.0 means a 100% yield; for example, 0.34 means a 34% yield). (1) The reactants are [CH:1]1([CH:7]([NH:27][C:28]2[CH:36]=[CH:35][C:31](C(O)=O)=[CH:30][CH:29]=2)[C:8]2[CH:12]=[C:11]([C:13]3[CH:14]=[N:15][C:16]([O:19][CH2:20][CH2:21][C:22]([OH:25])([CH3:24])[CH3:23])=[CH:17][CH:18]=3)[O:10][C:9]=2[CH3:26])[CH2:6][CH2:5][CH2:4][CH2:3][CH2:2]1.[CH3:37][NH:38][CH2:39][CH2:40][C:41]([O:43]CC)=[O:42].Cl.C(N=C=NCCCN(C)C)C.O.[OH:59][C:60]1C2N=NNC=2C=CC=1. The catalyst is CN(C)C=O.C(OCC)(=O)C.C(N(CC)CC)C. The product is [CH:1]1([CH:7]([NH:27][C:28]2[CH:36]=[CH:35][C:31]([C:60]([N:38]([CH3:37])[CH2:39][CH2:40][C:41]([OH:43])=[O:42])=[O:59])=[CH:30][CH:29]=2)[C:8]2[CH:12]=[C:11]([C:13]3[CH:14]=[N:15][C:16]([O:19][CH2:20][CH2:21][C:22]([OH:25])([CH3:23])[CH3:24])=[CH:17][CH:18]=3)[O:10][C:9]=2[CH3:26])[CH2:2][CH2:3][CH2:4][CH2:5][CH2:6]1. The yield is 0.790. (2) The reactants are [Cl:1][C:2]1[CH:3]=[CH:4][CH:5]=[C:6]([NH2:11])[C:7]=1[C:8](O)=[O:9].[OH-].[Na+].[O-:14][C:15]#[N:16].[Na+].C(O)(=O)C.Cl. The catalyst is O. The product is [Cl:1][C:2]1[CH:3]=[CH:4][CH:5]=[C:6]2[C:7]=1[C:8](=[O:9])[NH:16][C:15](=[O:14])[NH:11]2. The yield is 0.720. (3) The reactants are [Br:1][C:2]1[CH:3]=[C:4]([NH:10][C:11]2[CH:16]=[CH:15][C:14]([N:17]3[CH2:22][CH2:21][NH:20][CH2:19][C@@H:18]3[CH2:23][CH3:24])=[CH:13][N:12]=2)[C:5](=[O:9])[N:6]([CH3:8])[CH:7]=1.[O:25]1[CH2:28][C:27](=O)[CH2:26]1.[BH3-]C#N.[Na+].O. The catalyst is CO.[Cl-].[Zn+2].[Cl-]. The product is [Br:1][C:2]1[CH:3]=[C:4]([NH:10][C:11]2[CH:16]=[CH:15][C:14]([N:17]3[CH2:22][CH2:21][N:20]([CH:27]4[CH2:28][O:25][CH2:26]4)[CH2:19][C@@H:18]3[CH2:23][CH3:24])=[CH:13][N:12]=2)[C:5](=[O:9])[N:6]([CH3:8])[CH:7]=1. The yield is 0.680. (4) The reactants are [Cl:1][C:2]1[CH:7]=[CH:6][C:5]([C:8]([CH3:22])([CH2:13][CH2:14][C:15]([O:17]C(C)(C)C)=[O:16])[C:9]([O:11][CH3:12])=[O:10])=[CH:4][CH:3]=1.C(O)(C(F)(F)F)=O. No catalyst specified. The product is [Cl:1][C:2]1[CH:7]=[CH:6][C:5]([C:8]([CH3:22])([C:9]([O:11][CH3:12])=[O:10])[CH2:13][CH2:14][C:15]([OH:17])=[O:16])=[CH:4][CH:3]=1. The yield is 1.00. (5) The reactants are [NH2:1][C:2]1[C:3]([F:34])=[C:4]([CH:29]=[CH:30][C:31]=1[C:32]#[N:33])[C:5]([NH:7][C:8]1[C:13]([C:14]([F:17])([F:16])[F:15])=[CH:12][C:11]([C:18]([F:27])([C:23]([F:26])([F:25])[F:24])[C:19]([F:22])([F:21])[F:20])=[CH:10][C:9]=1[Br:28])=[O:6].[Cl:35][C:36]1[CH:44]=[CH:43][C:39]([C:40](Cl)=[O:41])=[CH:38][N:37]=1.O.C(OCC)(=O)C. The catalyst is CN1C(=O)N(C)CC1. The product is [Br:28][C:9]1[CH:10]=[C:11]([C:18]([F:27])([C:19]([F:20])([F:21])[F:22])[C:23]([F:24])([F:25])[F:26])[CH:12]=[C:13]([C:14]([F:16])([F:17])[F:15])[C:8]=1[NH:7][C:5]([C:4]1[C:3]([F:34])=[C:2]([NH:1][C:40](=[O:41])[C:39]2[CH:43]=[CH:44][C:36]([Cl:35])=[N:37][CH:38]=2)[C:31]([C:32]#[N:33])=[CH:30][CH:29]=1)=[O:6]. The yield is 0.160. (6) The reactants are [CH2:1]([O:3][C@H:4]([C:17]([O:19][CH2:20][CH3:21])=[O:18])[CH2:5][C:6]1[CH:16]=[CH:15][C:9]([O:10][CH2:11][C:12]([OH:14])=O)=[CH:8][CH:7]=1)[CH3:2].[CH3:22][NH:23][CH2:24][C:25]1[CH:30]=[CH:29][CH:28]=[CH:27][CH:26]=1.F[B-](F)(F)F.N1(OC(N(C)C)=[N+](C)C)C2C=CC=CC=2N=N1. The catalyst is C(Cl)Cl. The product is [CH2:24]([N:23]([CH3:22])[C:12](=[O:14])[CH2:11][O:10][C:9]1[CH:8]=[CH:7][C:6]([CH2:5][C@H:4]([O:3][CH2:1][CH3:2])[C:17]([O:19][CH2:20][CH3:21])=[O:18])=[CH:16][CH:15]=1)[C:25]1[CH:30]=[CH:29][CH:28]=[CH:27][CH:26]=1. The yield is 0.430.